This data is from Peptide-MHC class I binding affinity with 185,985 pairs from IEDB/IMGT. The task is: Regression. Given a peptide amino acid sequence and an MHC pseudo amino acid sequence, predict their binding affinity value. This is MHC class I binding data. (1) The peptide sequence is QTLQDPRVR. The MHC is HLA-A68:01 with pseudo-sequence HLA-A68:01. The binding affinity (normalized) is 0.198. (2) The peptide sequence is GLYSSTVPV. The MHC is HLA-A24:02 with pseudo-sequence HLA-A24:02. The binding affinity (normalized) is 0.347. (3) The peptide sequence is DSPIGPIML. The MHC is HLA-A26:01 with pseudo-sequence HLA-A26:01. The binding affinity (normalized) is 0.165. (4) The peptide sequence is RVIDPYWFH. The MHC is HLA-A29:02 with pseudo-sequence HLA-A29:02. The binding affinity (normalized) is 0.547. (5) The peptide sequence is GHGTVVLEL. The MHC is HLA-B35:01 with pseudo-sequence HLA-B35:01. The binding affinity (normalized) is 0.0847. (6) The peptide sequence is KDVWEQWW. The MHC is Mamu-B01 with pseudo-sequence Mamu-B01. The binding affinity (normalized) is 0. (7) The peptide sequence is IATLYCVHQR. The MHC is HLA-B08:02 with pseudo-sequence HLA-B08:02. The binding affinity (normalized) is 0.0847. (8) The peptide sequence is GVNDTEAHA. The MHC is HLA-A03:01 with pseudo-sequence HLA-A03:01. The binding affinity (normalized) is 0.0847.